This data is from Catalyst prediction with 721,799 reactions and 888 catalyst types from USPTO. The task is: Predict which catalyst facilitates the given reaction. (1) Reactant: [CH:1]1([CH2:7][N:8]2[CH2:13][CH2:12][CH:11]([NH:14][C:15]3[CH:20]=[CH:19][C:18]([CH3:21])=[CH:17][N:16]=3)[CH2:10][CH2:9]2)[CH2:6][CH2:5][CH2:4][CH2:3][CH2:2]1.C(N(CC)CC)C.[O:29]1[CH:33]=[CH:32][CH:31]=[C:30]1[C:34](Cl)=[O:35]. Product: [CH:1]1([CH2:7][N:8]2[CH2:13][CH2:12][CH:11]([N:14]([C:15]3[CH:20]=[CH:19][C:18]([CH3:21])=[CH:17][N:16]=3)[C:34]([C:30]3[O:29][CH:33]=[CH:32][CH:31]=3)=[O:35])[CH2:10][CH2:9]2)[CH2:2][CH2:3][CH2:4][CH2:5][CH2:6]1. The catalyst class is: 4. (2) Reactant: [CH3:1][N:2]([CH3:17])[C:3]([C:5]1([N:11]2[CH2:15][CH2:14][CH2:13][C:12]2=O)[CH2:10][CH2:9][NH:8][CH2:7][CH2:6]1)=[O:4].C1(C)C=CC=CC=1. Product: [CH3:1][N:2]([CH3:17])[C:3]([C:5]1([N:11]2[CH2:15][CH2:14][CH2:13][CH2:12]2)[CH2:6][CH2:7][NH:8][CH2:9][CH2:10]1)=[O:4]. The catalyst class is: 7.